Dataset: Catalyst prediction with 721,799 reactions and 888 catalyst types from USPTO. Task: Predict which catalyst facilitates the given reaction. (1) Reactant: [CH3:1][O:2][C:3]1[CH:8]=[C:7]([C:9]([F:12])([F:11])[F:10])[CH:6]=[CH:5][C:4]=1[C:13]1[C:22]2[C:17](=[CH:18][C:19]([S:23](Cl)(=[O:25])=[O:24])=[CH:20][CH:21]=2)[N:16]=[C:15]([CH3:27])[N:14]=1.[S:28]1[CH:32]=[CH:31][N:30]=[C:29]1[NH2:33].CN1C=CN=C1. Product: [NH4+:14].[OH-:2].[CH3:1][O:2][C:3]1[CH:8]=[C:7]([C:9]([F:12])([F:11])[F:10])[CH:6]=[CH:5][C:4]=1[C:13]1[C:22]2[C:17](=[CH:18][C:19]([S:23]([NH:33][C:29]3[S:28][CH:32]=[CH:31][N:30]=3)(=[O:25])=[O:24])=[CH:20][CH:21]=2)[N:16]=[C:15]([CH3:27])[N:14]=1. The catalyst class is: 881. (2) Reactant: Br[CH2:2][C:3]1[CH:8]=[CH:7][N:6]=[CH:5][CH:4]=1.[CH:9]([NH2:12])([CH3:11])[CH3:10]. Product: [N:6]1[CH:7]=[CH:8][C:3]([CH2:2][NH:12][CH:9]([CH3:11])[CH3:10])=[CH:4][CH:5]=1. The catalyst class is: 219.